This data is from Reaction yield outcomes from USPTO patents with 853,638 reactions. The task is: Predict the reaction yield, written as a fraction of the theoretical maximum amount of product (1.0 means a 100% yield; for example, 0.34 means a 34% yield). (1) The reactants are CN([C:4]1[CH:9]=[CH:8][CH:7]=[CH:6][N:5]=1)C.Cl.[CH2:11](N=C=NCCCN(C)C)[CH3:12].[CH3:22][O:23][C:24]1[C:25](=[O:48])[C:26]([CH3:47])=[C:27]([CH2:33][C:34]2[CH:35]=[CH:36][C:37]([O:43]C(=O)C)=[C:38]([CH:42]=2)[C:39](O)=[O:40])[C:28](=[O:32])[C:29]=1[O:30][CH3:31].[CH2:49](Cl)Cl. No catalyst specified. The product is [CH3:22][O:23][C:24]1[C:25](=[O:48])[C:26]([CH3:47])=[C:27]([CH2:33][C:34]2[CH:35]=[CH:36][C:37]([OH:43])=[C:38]([CH:42]=2)[C:39]([NH:5][C@@H:6]([C:7]2[CH:12]=[CH:11][CH:4]=[CH:9][CH:8]=2)[CH3:49])=[O:40])[C:28](=[O:32])[C:29]=1[O:30][CH3:31]. The yield is 0.520. (2) The reactants are [C:1]([OH:9])(=O)[C:2]1[CH:7]=[CH:6][CH:5]=[CH:4][CH:3]=1.CCN=C=NCCCN(C)C.C(N(CC)CC)C.Cl.[S:29]1[CH:33]=[CH:32][CH:31]=[C:30]1[C:34]1[N:38]=[C:37]([CH:39]2[CH2:44][CH2:43][NH2+:42][CH2:41][CH2:40]2)[O:36][N:35]=1. The catalyst is ClCCl. The product is [C:2]1([C:1]([N:42]2[CH2:43][CH2:44][CH:39]([C:37]3[O:36][N:35]=[C:34]([C:30]4[S:29][CH:33]=[CH:32][CH:31]=4)[N:38]=3)[CH2:40][CH2:41]2)=[O:9])[CH:3]=[CH:4][CH:5]=[CH:6][CH:7]=1. The yield is 0.520.